Dataset: Forward reaction prediction with 1.9M reactions from USPTO patents (1976-2016). Task: Predict the product of the given reaction. (1) Given the reactants [CH3:1][NH:2][C:3](=[O:25])[C:4]1[CH:9]=[C:8]([O:10][C:11]2[CH:12]=[C:13]3[C:18](=[CH:19][CH:20]=2)[N:17]=[C:16](S(C)(=O)=O)[N:15]=[CH:14]3)[CH:7]=[CH:6][N:5]=1.Cl.[O:27]1[CH2:32][CH2:31][O:30][C:29]2[C:33]([CH2:37][NH2:38])=[CH:34][CH:35]=[CH:36][C:28]1=2, predict the reaction product. The product is: [O:27]1[CH2:32][CH2:31][O:30][C:29]2[C:33]([CH2:37][NH:38][C:16]3[N:15]=[CH:14][C:13]4[C:18](=[CH:19][CH:20]=[C:11]([O:10][C:8]5[CH:7]=[CH:6][N:5]=[C:4]([C:3]([NH:2][CH3:1])=[O:25])[CH:9]=5)[CH:12]=4)[N:17]=3)=[CH:34][CH:35]=[CH:36][C:28]1=2. (2) Given the reactants Br[C:2]1[CH:3]=[C:4]([C:23]([O:25][CH3:26])=[O:24])[C:5]2[O:9][C:8]([C:16]3[CH:21]=[CH:20][CH:19]=[CH:18][CH:17]=3)([C:10]3[CH:15]=[CH:14][CH:13]=[CH:12][CH:11]=3)[O:7][C:6]=2[CH:22]=1.B1(B2OC(C)(C)C(C)(C)O2)OC(C)(C)C(C)(C)O1.CC([O-])=O.[K+].Br[C:51]1[S:52][C:53]2[CH:59]=[CH:58][CH:57]=[CH:56][C:54]=2[N:55]=1.C([O-])([O-])=O.[K+].[K+], predict the reaction product. The product is: [S:52]1[C:53]2[CH:59]=[CH:58][CH:57]=[CH:56][C:54]=2[N:55]=[C:51]1[C:2]1[CH:3]=[C:4]([C:23]([O:25][CH3:26])=[O:24])[C:5]2[O:9][C:8]([C:16]3[CH:17]=[CH:18][CH:19]=[CH:20][CH:21]=3)([C:10]3[CH:11]=[CH:12][CH:13]=[CH:14][CH:15]=3)[O:7][C:6]=2[CH:22]=1. (3) Given the reactants CN1CCOCC1.[N+:8]([C:11]1[N:12]=[C:13]([CH:16]([C:20]2[CH:25]=[CH:24][CH:23]=[CH:22][CH:21]=2)[C:17]([OH:19])=O)[NH:14][CH:15]=1)([O-:10])=[O:9].ClC1N=C(OC)N=C(OC)N=1.Cl.[CH3:38][O:39][C:40](=[O:46])[C@@H:41]1[CH2:45][CH2:44][CH2:43][NH:42]1, predict the reaction product. The product is: [N+:8]([C:11]1[N:12]=[C:13]([CH:16]([C:20]2[CH:25]=[CH:24][CH:23]=[CH:22][CH:21]=2)[C:17]([N:42]2[CH2:43][CH2:44][CH2:45][C@H:41]2[C:40]([O:39][CH3:38])=[O:46])=[O:19])[NH:14][CH:15]=1)([O-:10])=[O:9]. (4) Given the reactants [C:1]([O:9][CH2:10][CH3:11])(=[O:8])[CH2:2][C:3]([O:5][CH2:6][CH3:7])=[O:4].[Mg].[CH2:13]([OH:15])[CH3:14].C(Cl)(Cl)(Cl)Cl.C(Cl)(=O)C.Cl, predict the reaction product. The product is: [C:13]([CH:2]([C:3]([O:5][CH2:6][CH3:7])=[O:4])[C:1]([O:9][CH2:10][CH3:11])=[O:8])(=[O:15])[CH3:14].